Regression. Given two drug SMILES strings and cell line genomic features, predict the synergy score measuring deviation from expected non-interaction effect. From a dataset of NCI-60 drug combinations with 297,098 pairs across 59 cell lines. (1) Drug 1: C1=NC2=C(N1)C(=S)N=C(N2)N. Drug 2: CCC1(CC2CC(C3=C(CCN(C2)C1)C4=CC=CC=C4N3)(C5=C(C=C6C(=C5)C78CCN9C7C(C=CC9)(C(C(C8N6C=O)(C(=O)OC)O)OC(=O)C)CC)OC)C(=O)OC)O.OS(=O)(=O)O. Cell line: EKVX. Synergy scores: CSS=25.9, Synergy_ZIP=-3.54, Synergy_Bliss=-0.991, Synergy_Loewe=0.307, Synergy_HSA=1.89. (2) Drug 1: C1=NC2=C(N1)C(=S)N=C(N2)N. Drug 2: CC12CCC3C(C1CCC2O)C(CC4=C3C=CC(=C4)O)CCCCCCCCCS(=O)CCCC(C(F)(F)F)(F)F. Cell line: RPMI-8226. Synergy scores: CSS=33.7, Synergy_ZIP=4.59, Synergy_Bliss=4.48, Synergy_Loewe=-6.58, Synergy_HSA=2.53. (3) Drug 1: C1=CC=C(C=C1)NC(=O)CCCCCCC(=O)NO. Drug 2: CN1C2=C(C=C(C=C2)N(CCCl)CCCl)N=C1CCCC(=O)O.Cl. Cell line: SK-MEL-28. Synergy scores: CSS=18.6, Synergy_ZIP=-4.10, Synergy_Bliss=0.826, Synergy_Loewe=-61.9, Synergy_HSA=0.496. (4) Drug 1: CC1=C(C(=CC=C1)Cl)NC(=O)C2=CN=C(S2)NC3=CC(=NC(=N3)C)N4CCN(CC4)CCO. Drug 2: CC1=C(N=C(N=C1N)C(CC(=O)N)NCC(C(=O)N)N)C(=O)NC(C(C2=CN=CN2)OC3C(C(C(C(O3)CO)O)O)OC4C(C(C(C(O4)CO)O)OC(=O)N)O)C(=O)NC(C)C(C(C)C(=O)NC(C(C)O)C(=O)NCCC5=NC(=CS5)C6=NC(=CS6)C(=O)NCCC[S+](C)C)O. Cell line: A549. Synergy scores: CSS=33.1, Synergy_ZIP=-1.29, Synergy_Bliss=4.87, Synergy_Loewe=4.75, Synergy_HSA=8.73. (5) Drug 1: CCCCCOC(=O)NC1=NC(=O)N(C=C1F)C2C(C(C(O2)C)O)O. Drug 2: C#CCC(CC1=CN=C2C(=N1)C(=NC(=N2)N)N)C3=CC=C(C=C3)C(=O)NC(CCC(=O)O)C(=O)O. Cell line: HOP-62. Synergy scores: CSS=19.2, Synergy_ZIP=-3.82, Synergy_Bliss=-1.50, Synergy_Loewe=-9.49, Synergy_HSA=-2.01.